Dataset: Catalyst prediction with 721,799 reactions and 888 catalyst types from USPTO. Task: Predict which catalyst facilitates the given reaction. (1) Reactant: C(N(CC)CC)C.Cl[C:9](Cl)([O:11]C(=O)OC(Cl)(Cl)Cl)Cl.[NH2:20][C:21]1([C:27]([O:29][CH3:30])=[O:28])[CH2:26][CH2:25][CH2:24][CH2:23][CH2:22]1. Product: [N:20]([C:21]1([C:27]([O:29][CH3:30])=[O:28])[CH2:26][CH2:25][CH2:24][CH2:23][CH2:22]1)=[C:9]=[O:11]. The catalyst class is: 2. (2) Reactant: [C:1]([N:9]1[CH2:22][CH2:21][C:20]2[C:19]3[C:14](=[CH:15][CH:16]=[C:17]4[O:26][C:25]([CH3:28])([CH3:27])[CH:24]=[CH:23][C:18]4=3)[NH:13][C:12]=2[CH2:11][CH2:10]1)(=O)[C:2]1[CH:7]=[CH:6][CH:5]=[CH:4][CH:3]=1.[H-].[Al+3].[Li+].[H-].[H-].[H-].O.[OH-].[Na+]. Product: [CH2:1]([N:9]1[CH2:22][CH2:21][C:20]2[C:19]3[C:14](=[CH:15][CH:16]=[C:17]4[O:26][C:25]([CH3:28])([CH3:27])[CH:24]=[CH:23][C:18]4=3)[NH:13][C:12]=2[CH2:11][CH2:10]1)[C:2]1[CH:3]=[CH:4][CH:5]=[CH:6][CH:7]=1. The catalyst class is: 7. (3) Reactant: [O:1]=[C:2]1[CH2:5][CH:4](C(O)=O)[CH2:3]1.CC[N:11]([CH:15](C)C)C(C)C.C1C=CC(P(N=[N+]=[N-])(C2C=CC=CC=2)=[O:25])=CC=1.[CH2:35]([OH:42])[C:36]1[CH:41]=[CH:40][CH:39]=[CH:38][CH:37]=1. Product: [O:1]=[C:2]1[CH2:3][CH:4]([NH:11][C:15](=[O:25])[O:42][CH2:35][C:36]2[CH:41]=[CH:40][CH:39]=[CH:38][CH:37]=2)[CH2:5]1. The catalyst class is: 11. (4) Reactant: Cl[CH:2]([C:9]1[CH:14]=[CH:13][CH:12]=[CH:11][CH:10]=1)[C:3]1[CH:8]=[CH:7][CH:6]=[CH:5][CH:4]=1.[OH:15][N:16]1[C:20](=[O:21])[C:19]2=[CH:22][CH:23]=[CH:24][CH:25]=[C:18]2[C:17]1=[O:26].CCN(CC)CC.O. Product: [CH:2]([O:15][N:16]1[C:17](=[O:26])[C:18]2=[CH:25][CH:24]=[CH:23][CH:22]=[C:19]2[C:20]1=[O:21])([C:9]1[CH:14]=[CH:13][CH:12]=[CH:11][CH:10]=1)[C:3]1[CH:8]=[CH:7][CH:6]=[CH:5][CH:4]=1. The catalyst class is: 3. (5) Reactant: [F:1][C:2]1[CH:3]=[C:4]([C:13]2[CH:14]=[CH:15][C:16]3[O:20][C:19]([CH:21]4[CH2:26][CH2:25][N:24](C(OC(C)(C)C)=O)[CH2:23][CH2:22]4)=[N:18][C:17]=3[CH:34]=2)[CH:5]=[CH:6][C:7]=1[N:8]1[CH:12]=[N:11][N:10]=[N:9]1.[F:35][C:36]([F:41])([F:40])[C:37]([OH:39])=[O:38]. Product: [F:35][C:36]([F:41])([F:40])[C:37]([OH:39])=[O:38].[F:1][C:2]1[CH:3]=[C:4]([C:13]2[CH:14]=[CH:15][C:16]3[O:20][C:19]([CH:21]4[CH2:22][CH2:23][NH:24][CH2:25][CH2:26]4)=[N:18][C:17]=3[CH:34]=2)[CH:5]=[CH:6][C:7]=1[N:8]1[CH:12]=[N:11][N:10]=[N:9]1. The catalyst class is: 2. (6) Reactant: [Br:1][C:2]1[C:11]2[C:6](=[C:7]([Br:12])[CH:8]=[CH:9][CH:10]=2)[CH:5]=[CH:4][CH:3]=1.ClCCCl.[Cl:17][CH2:18][C:19](Cl)=[O:20].[Cl-].[Al+3].[Cl-].[Cl-]. Product: [Cl:17][CH2:18][C:19]([C:10]1[C:11]2[C:6](=[CH:5][CH:4]=[CH:3][C:2]=2[Br:1])[C:7]([Br:12])=[CH:8][CH:9]=1)=[O:20].[Br:1][C:2]1[C:11]2[C:6](=[C:7]([Br:12])[CH:8]=[CH:9][CH:10]=2)[CH:5]=[CH:4][CH:3]=1. The catalyst class is: 6. (7) Reactant: Cl.[CH3:2][O:3][C:4]([C:6]1[CH:7]=[C:8]2[C:13](=[C:14]([CH:16]3[CH2:20][CH2:19][CH2:18][N:17]3C(OC(C)(C)C)=O)[CH:15]=1)[O:12][C:11]([N:28]1[CH2:33][CH2:32][O:31][CH2:30][CH2:29]1)=[CH:10][C:9]2=[O:34])=[O:5].C(Cl)Cl. Product: [O:31]1[CH2:30][CH2:29][N:28]([C:11]2[O:12][C:13]3[C:8]([C:9](=[O:34])[CH:10]=2)=[CH:7][C:6]([C:4]([O:3][CH3:2])=[O:5])=[CH:15][C:14]=3[CH:16]2[CH2:20][CH2:19][CH2:18][NH:17]2)[CH2:33][CH2:32]1. The catalyst class is: 12.